From a dataset of Forward reaction prediction with 1.9M reactions from USPTO patents (1976-2016). Predict the product of the given reaction. Given the reactants BrC1C(OC)=C(C)C(O)=C(C=1)C=O.[CH2:14]([C:18]1[C:19]([O:29]C)=[C:20]([C:23]([CH3:28])=[CH:24][C:25]=1[O:26][CH3:27])[CH:21]=[O:22])[CH2:15][CH2:16][CH3:17].B(Cl)(Cl)Cl.C(Cl)Cl, predict the reaction product. The product is: [CH2:14]([C:18]1[C:19]([OH:29])=[C:20]([C:23]([CH3:28])=[CH:24][C:25]=1[O:26][CH3:27])[CH:21]=[O:22])[CH2:15][CH2:16][CH3:17].